This data is from Experimentally validated miRNA-target interactions with 360,000+ pairs, plus equal number of negative samples. The task is: Binary Classification. Given a miRNA mature sequence and a target amino acid sequence, predict their likelihood of interaction. (1) The miRNA is mmu-miR-27a-3p with sequence UUCACAGUGGCUAAGUUCCGC. The protein sequence of the target gene is MGVQGFQDYIEKHCPSAVVPVELQKLARGSLVGGGRQRPPQTPLRLLVDADNCLHRLYGGFYTDWVSGGQWNHMLGYLAALAKACFGGNIELFVFFNGALEKARLHEWVKRQGNERQTAQQIVSHVQNKGTPPPKVWFLPPVCMAHCIRLALIRFHVKVAQSIEDHHQEVIGFCRENGFHGLVAYDSDYALCNIPYYFSAHALKLSRNGKSLTTSQYLMHEVAKQLDLNPNRFPIFAALLGNHILPDEDLASFHWSLLGPEHPLASLKVRAHQLVLPPCDVVIKAVADYVRNIHDTSDLD.... Result: 0 (no interaction). (2) Result: 1 (interaction). The miRNA is hsa-miR-6799-5p with sequence GGGGAGGUGUGCAGGGCUGG. The protein sequence of the target gene is MAPVGVEKKLLLGPNGPAVAAAGDLTSEEEEGQSLWSSILSEVSTRARSKLPSGKNILVFGEDGSGKTTLMTKLQGAEHGKKGRGLEYLYLSVHDEDRDDHTRCNVWILDGDLYHKGLLKFAVSAESLPETLVIFVADMSRPWTVMESLQKWASVLREHIDKMKIPPEKMRELERKFVKDFQDYMEPEEGCQGSPQRRGPLTSGSDEENVALPLGDNVLTHNLGIPVLVVCTKCDAVSVLEKEHDYRDEHLDFIQSHLRRFCLQYGAALIYTSVKEEKNLDLLYKYIVHKTYGFHFTTPA.... (3) The miRNA is hsa-miR-4438 with sequence CACAGGCUUAGAAAAGACAGU. The protein sequence of the target gene is MAAASPLRDCQAWKDARLPLSTTSNEACKLFDATLTQYVKWTNDKSLGGIEGCLSKLKAADPTFVMGHAMATGLVLIGTGSSVKLDKELDLAVKTMVEISRTQPLTRREQLHVSAVETFANGNFPKACELWEQILQDHPTDMLALKFSHDAYFYLGYQEQMRDSVARIYPFWTPDIPLSSYVKGIYSFGLMETNFYDQAEKLAKEALSINPTDAWSVHTVAHIHEMKAEIKDGLEFMQHSETFWKDSDMLACHNYWHWALYLIEKGEYEAALTIYDTHILPSLQANDAMLDVVDSCSMLY.... Result: 1 (interaction).